Dataset: Forward reaction prediction with 1.9M reactions from USPTO patents (1976-2016). Task: Predict the product of the given reaction. (1) The product is: [C:1]1([S:7][CH2:8][CH2:9][O:10][C:24]2[CH:25]=[CH:26][C:21]([C:11]3[CH:12]=[CH:13][CH:14]=[CH:15][CH:16]=3)=[CH:22][CH:23]=2)[CH:6]=[CH:5][CH:4]=[CH:3][CH:2]=1. Given the reactants [C:1]1([S:7][CH2:8][CH2:9][OH:10])[CH:6]=[CH:5][CH:4]=[CH:3][CH:2]=1.[C:11]1([C:21]2[CH:26]=[CH:25][CH:24]=[CH:23][CH:22]=2)[C:12](CC(O)=O)=[CH:13][CH:14]=[CH:15][CH:16]=1, predict the reaction product. (2) Given the reactants BrC1C=CC=C2C=1C(C1C(O)=CC3OCOC=3C=1)[C:5](=[O:16])N2CCCCC.[OH:27][C:28]1[C:29]([CH:37]2[C:45]3[C:40](=[CH:41][CH:42]=[CH:43][CH:44]=3)[N:39]([CH2:46][C:47]3[CH:48]=[C:49]([CH:54]=[CH:55][CH:56]=3)[C:50]([O:52][CH3:53])=[O:51])[C:38]2=[O:57])=[CH:30][C:31]2[O:35][CH2:34][O:33][C:32]=2[CH:36]=1, predict the reaction product. The product is: [OH:27][C:28]1[C:29]([C:37]2([CH2:5][OH:16])[C:45]3[C:40](=[CH:41][CH:42]=[CH:43][CH:44]=3)[N:39]([CH2:46][C:47]3[CH:48]=[C:49]([CH:54]=[CH:55][CH:56]=3)[C:50]([O:52][CH3:53])=[O:51])[C:38]2=[O:57])=[CH:30][C:31]2[O:35][CH2:34][O:33][C:32]=2[CH:36]=1. (3) Given the reactants FC(F)(F)C(OC(=O)C(F)(F)F)=O.[CH2:14]([O:21][C:22]1[C:26]([O:27][CH2:28][C:29]2[CH:34]=[CH:33][CH:32]=[CH:31][CH:30]=2)=[C:25]([C:35]([NH2:37])=O)[N:24]([C:38]2[CH:43]=[CH:42][C:41]([O:44][CH3:45])=[CH:40][CH:39]=2)[C:23]=1[C:46]([N:48]([CH3:50])[CH3:49])=[O:47])[C:15]1[CH:20]=[CH:19][CH:18]=[CH:17][CH:16]=1.C(N(CC)CC)C, predict the reaction product. The product is: [CH2:14]([O:21][C:22]1[C:26]([O:27][CH2:28][C:29]2[CH:34]=[CH:33][CH:32]=[CH:31][CH:30]=2)=[C:25]([C:35]#[N:37])[N:24]([C:38]2[CH:43]=[CH:42][C:41]([O:44][CH3:45])=[CH:40][CH:39]=2)[C:23]=1[C:46]([N:48]([CH3:49])[CH3:50])=[O:47])[C:15]1[CH:20]=[CH:19][CH:18]=[CH:17][CH:16]=1. (4) Given the reactants [CH3:1][O:2][C:3](=[O:14])[C:4]1[CH:9]=[CH:8][C:7]([C:10]2([NH2:13])[CH2:12][CH2:11]2)=[CH:6][CH:5]=1.[N:15]1[CH:20]=[CH:19][CH:18]=[CH:17][C:16]=1[CH:21]=O.[BH4-].[Na+].O, predict the reaction product. The product is: [CH3:1][O:2][C:3](=[O:14])[C:4]1[CH:5]=[CH:6][C:7]([C:10]2([NH:13][CH2:21][C:16]3[CH:17]=[CH:18][CH:19]=[CH:20][N:15]=3)[CH2:12][CH2:11]2)=[CH:8][CH:9]=1. (5) Given the reactants [H-].[Na+].[OH:3][C:4]1[CH:11]=[CH:10][C:7]([CH:8]=[O:9])=[CH:6][CH:5]=1.[F:12][C:13]([F:17])([F:16])[CH2:14]I.O, predict the reaction product. The product is: [F:12][C:13]([F:17])([F:16])[CH2:14][O:3][C:4]1[CH:11]=[CH:10][C:7]([CH:8]=[O:9])=[CH:6][CH:5]=1. (6) Given the reactants [CH3:1][C:2]1[C:3]([CH3:12])([CH3:11])[C:4]2[C:5]([N:10]=1)=[N:6][CH:7]=[CH:8][CH:9]=2.[CH2:13]1[CH2:19][S:16](=[O:18])(=[O:17])[O:15][CH2:14]1, predict the reaction product. The product is: [CH3:1][C:2]1[C:3]([CH3:12])([CH3:11])[C:4]2[C:5]([N:10]=1)=[N+:6]([CH2:14][CH2:13][CH2:19][S:16]([O-:18])(=[O:17])=[O:15])[CH:7]=[CH:8][CH:9]=2. (7) Given the reactants [CH2:1]([N:3]1[C:7]2[N:8]=[C:9]([C:18]3[CH:23]=[CH:22][C:21]([NH:24][C:25]([NH:27][C:28]4[CH:36]=[CH:35][C:31]([C:32]([OH:34])=O)=[CH:30][CH:29]=4)=[O:26])=[CH:20][CH:19]=3)[N:10]=[C:11]([N:12]3[CH2:17][CH2:16][O:15][CH2:14][CH2:13]3)[C:6]=2[N:5]=[N:4]1)[CH3:2].[CH3:37][NH:38][CH2:39][CH2:40][NH:41][CH3:42].CCN(CC)CC.C1C=CC2N(O)N=NC=2C=1.CCN=C=NCCCN(C)C, predict the reaction product. The product is: [CH2:1]([N:3]1[C:7]2[N:8]=[C:9]([C:18]3[CH:23]=[CH:22][C:21]([NH:24][C:25]([NH:27][C:28]4[CH:36]=[CH:35][C:31]([C:32]([N:38]([CH3:37])[CH2:39][CH2:40][NH:41][CH3:42])=[O:34])=[CH:30][CH:29]=4)=[O:26])=[CH:20][CH:19]=3)[N:10]=[C:11]([N:12]3[CH2:13][CH2:14][O:15][CH2:16][CH2:17]3)[C:6]=2[N:5]=[N:4]1)[CH3:2]. (8) Given the reactants [CH3:1][N:2]1[CH:6]=[C:5]([C:7]2[CH:8]=[CH:9][C:10]3[N:11]([C:13]([S:16][C:17]4[CH:18]=[C:19]5[C:24](=[CH:25][CH:26]=4)[N:23]=[CH:22][C:21]([N:27]4[CH2:32][CH2:31][NH:30][CH2:29][CH2:28]4)=[CH:20]5)=[N:14][N:15]=3)[CH:12]=2)[CH:4]=[N:3]1.[F:33][C:34]([F:38])([F:37])[CH2:35]I.CCN(C(C)C)C(C)C, predict the reaction product. The product is: [CH3:1][N:2]1[CH:6]=[C:5]([C:7]2[CH:8]=[CH:9][C:10]3[N:11]([C:13]([S:16][C:17]4[CH:18]=[C:19]5[C:24](=[CH:25][CH:26]=4)[N:23]=[CH:22][C:21]([N:27]4[CH2:32][CH2:31][N:30]([CH2:35][C:34]([F:38])([F:37])[F:33])[CH2:29][CH2:28]4)=[CH:20]5)=[N:14][N:15]=3)[CH:12]=2)[CH:4]=[N:3]1.